Task: Predict which catalyst facilitates the given reaction.. Dataset: Catalyst prediction with 721,799 reactions and 888 catalyst types from USPTO (1) Reactant: [C:1](N1C=CN=C1)(N1C=CN=C1)=[O:2].[NH2:13][C:14]1[N:23]=[C:22]([C:24]([N:26]2[CH2:34][C:33]3[C:28](=[CH:29][CH:30]=[CH:31][CH:32]=3)[CH2:27]2)=[O:25])[C:21]2[C:16](=[CH:17][CH:18]=[C:19]([C:35]3[CH:40]=[C:39]([F:41])[C:38]([F:42])=[CH:37][C:36]=3[CH2:43][OH:44])[CH:20]=2)[N:15]=1.[CH3:45][N:46]1[CH2:51][CH2:50][NH:49][CH2:48][CH2:47]1.Cl.C(=O)(O)[O-]. Product: [CH3:45][N:46]1[CH2:51][CH2:50][N:49]([C:1]([O:44][CH2:43][C:36]2[CH:37]=[C:38]([F:42])[C:39]([F:41])=[CH:40][C:35]=2[C:19]2[CH:20]=[C:21]3[C:16](=[CH:17][CH:18]=2)[N:15]=[C:14]([NH2:13])[N:23]=[C:22]3[C:24]([N:26]2[CH2:27][C:28]3[C:33](=[CH:32][CH:31]=[CH:30][CH:29]=3)[CH2:34]2)=[O:25])=[O:2])[CH2:48][CH2:47]1. The catalyst class is: 17. (2) Reactant: [N+:1]([C:4]1[CH:5]=[CH:6][C:7]([N:10]2[CH2:15][CH2:14][O:13][CH2:12][CH2:11]2)=[N:8][CH:9]=1)([O-])=O. Product: [O:13]1[CH2:14][CH2:15][N:10]([C:7]2[N:8]=[CH:9][C:4]([NH2:1])=[CH:5][CH:6]=2)[CH2:11][CH2:12]1. The catalyst class is: 256.